From a dataset of Peptide-MHC class II binding affinity with 134,281 pairs from IEDB. Regression. Given a peptide amino acid sequence and an MHC pseudo amino acid sequence, predict their binding affinity value. This is MHC class II binding data. (1) The peptide sequence is YLPKPPKPVSKMRMATPLL. The MHC is HLA-DQA10301-DQB10302 with pseudo-sequence HLA-DQA10301-DQB10302. The binding affinity (normalized) is 0.0342. (2) The peptide sequence is ALVLLILMTARTVYD. The MHC is DRB1_0401 with pseudo-sequence DRB1_0401. The binding affinity (normalized) is 0.318. (3) The peptide sequence is GMFTNRSGSQ. The MHC is HLA-DPA10301-DPB10402 with pseudo-sequence HLA-DPA10301-DPB10402. The binding affinity (normalized) is 0. (4) The peptide sequence is HGSPTFWMGSHEVNG. The MHC is HLA-DQA10303-DQB10402 with pseudo-sequence HLA-DQA10303-DQB10402. The binding affinity (normalized) is 0.426. (5) The peptide sequence is AFKVAATAANAAPANY. The MHC is HLA-DQA10401-DQB10402 with pseudo-sequence HLA-DQA10401-DQB10402. The binding affinity (normalized) is 0.572. (6) The peptide sequence is NSLLFIPDIKLAIDN. The MHC is DRB5_0101 with pseudo-sequence DRB5_0101. The binding affinity (normalized) is 0.349. (7) The MHC is HLA-DQA10102-DQB10602 with pseudo-sequence HLA-DQA10102-DQB10602. The peptide sequence is QDHQEEICEVVLAKS. The binding affinity (normalized) is 0.482.